Dataset: Reaction yield outcomes from USPTO patents with 853,638 reactions. Task: Predict the reaction yield, written as a fraction of the theoretical maximum amount of product (1.0 means a 100% yield; for example, 0.34 means a 34% yield). (1) The reactants are [H-].[Na+].[O:3]1[CH2:8][CH2:7][CH:6]([CH:9]2[CH2:21][C:20]3[C:19]4[C:14](=[CH:15][CH:16]=[C:17]([C:22]([OH:24])=[O:23])[CH:18]=4)[NH:13][C:12]=3[CH2:11][CH2:10]2)[CH2:5][CH2:4]1.I[CH2:26][CH3:27]. The catalyst is CN(C=O)C. The product is [CH2:26]([N:13]1[C:12]2[CH2:11][CH2:10][CH:9]([CH:6]3[CH2:5][CH2:4][O:3][CH2:8][CH2:7]3)[CH2:21][C:20]=2[C:19]2[C:14]1=[CH:15][CH:16]=[C:17]([C:22]([OH:24])=[O:23])[CH:18]=2)[CH3:27]. The yield is 0.770. (2) The reactants are Br[C:2]1[CH:3]=[C:4]2[C:9](=[CH:10][CH:11]=1)[C:8]([N:12]([CH3:14])[CH3:13])=[N:7][N:6]=[CH:5]2.[CH2:15]([Sn](CCCC)(CCCC)C=C)[CH2:16]CC. The catalyst is C1C=CC([P]([Pd]([P](C2C=CC=CC=2)(C2C=CC=CC=2)C2C=CC=CC=2)([P](C2C=CC=CC=2)(C2C=CC=CC=2)C2C=CC=CC=2)[P](C2C=CC=CC=2)(C2C=CC=CC=2)C2C=CC=CC=2)(C2C=CC=CC=2)C2C=CC=CC=2)=CC=1.C1(C)C=CC=CC=1. The product is [CH3:13][N:12]([CH3:14])[C:8]1[C:9]2[C:4](=[CH:3][C:2]([CH:15]=[CH2:16])=[CH:11][CH:10]=2)[CH:5]=[N:6][N:7]=1. The yield is 0.593. (3) The catalyst is CC(C)=O. The reactants are [CH3:1][C:2]1[CH:7]=[CH:6][C:5]([S:8](Cl)(=[O:10])=[O:9])=[CH:4][CH:3]=1.Cl[C:13]1[N:14]=[C:15]([Cl:22])[C:16]2[CH:21]=[CH:20][NH:19][C:17]=2[N:18]=1.[OH-].[Na+]. The yield is 0.950. The product is [Cl:22][C:15]1[C:16]2[CH:21]=[CH:20][N:19]([S:8]([C:5]3[CH:6]=[CH:7][C:2]([CH3:1])=[CH:3][CH:4]=3)(=[O:10])=[O:9])[C:17]=2[N:18]=[CH:13][N:14]=1. (4) The reactants are [Cl:1][C:2]1[CH:3]=[C:4]([C:8]2[O:9][N:10]=[C:11]3[CH:16]=[CH:15][C:14]([C:17]4([C:22]5[CH:27]=[CH:26][C:25]([Cl:28])=[CH:24][CH:23]=5)OCC[O:18]4)=[CH:13][C:12]=23)[CH:5]=[CH:6][CH:7]=1.N. The catalyst is Cl.CO. The product is [Cl:28][C:25]1[CH:24]=[CH:23][C:22]([C:17]([C:14]2[CH:15]=[CH:16][C:11]3[C:12]([CH:13]=2)=[C:8]([C:4]2[CH:5]=[CH:6][CH:7]=[C:2]([Cl:1])[CH:3]=2)[O:9][N:10]=3)=[O:18])=[CH:27][CH:26]=1. The yield is 0.930. (5) The yield is 0.870. The product is [CH3:1][S:2][C:3]1[N:4]=[CH:5][C:6]2[C:15](=[O:16])[N:14]([C:17]3[CH:18]=[C:19]([C:23]4[O:24][CH:25]=[C:26]([C:28]([O:30][CH3:31])=[O:29])[N:27]=4)[CH:20]=[CH:21][CH:22]=3)[CH2:13][C@H:12]3[N:8]([CH2:9][CH2:10][CH2:11]3)[C:7]=2[N:32]=1. The reactants are [CH3:1][S:2][C:3]1[N:4]=[CH:5][C:6]2[C:15](=[O:16])[N:14]([C:17]3[CH:18]=[C:19]([C:23]4[O:24][CH2:25][C@@H:26]([C:28]([O:30][CH3:31])=[O:29])[N:27]=4)[CH:20]=[CH:21][CH:22]=3)[CH2:13][C@H:12]3[N:8]([CH2:9][CH2:10][CH2:11]3)[C:7]=2[N:32]=1.BrC(Cl)(Cl)Cl.N12CCCC=C1CCCCN2. The catalyst is ClCCl. (6) The reactants are Br[CH2:2][C:3]1[C:11]([F:12])=[C:10]([C:13]2[CH:18]=[CH:17][CH:16]=[C:15]([Cl:19])[CH:14]=2)[C:6]2[N:7]=[CH:8][S:9][C:5]=2[CH:4]=1.[CH3:20][O:21][C:22]1[CH:27]=[CH:26][C:25](B(O)O)=[CH:24][N:23]=1.COCCOC. The catalyst is C1C=CC([P]([Pd]([P](C2C=CC=CC=2)(C2C=CC=CC=2)C2C=CC=CC=2)([P](C2C=CC=CC=2)(C2C=CC=CC=2)C2C=CC=CC=2)[P](C2C=CC=CC=2)(C2C=CC=CC=2)C2C=CC=CC=2)(C2C=CC=CC=2)C2C=CC=CC=2)=CC=1.C(O)C.O. The product is [ClH:19].[Cl:19][C:15]1[CH:14]=[C:13]([C:10]2[C:6]3[N:7]=[CH:8][S:9][C:5]=3[CH:4]=[C:3]([CH2:2][C:25]3[CH:24]=[N:23][C:22]([O:21][CH3:20])=[CH:27][CH:26]=3)[C:11]=2[F:12])[CH:18]=[CH:17][CH:16]=1. The yield is 0.560. (7) The reactants are [Cl:1][C:2]1[CH:27]=[CH:26][C:5]([CH2:6][NH:7][C:8]([C:10]2[C:11](=[O:25])[C:12]3[CH:13]=[C:14](I)[CH:15]=[C:16]4[C:21]=3[N:20]([CH:22]=2)[N:19]([CH3:23])[CH2:18][CH2:17]4)=[O:9])=[CH:4][CH:3]=1.[CH2:28]([OH:31])[C:29]#[CH:30].C(NCC)C. No catalyst specified. The product is [Cl:1][C:2]1[CH:27]=[CH:26][C:5]([CH2:6][NH:7][C:8]([C:10]2[C:11](=[O:25])[C:12]3[CH:13]=[C:14]([C:30]#[C:29][CH2:28][OH:31])[CH:15]=[C:16]4[C:21]=3[N:20]([CH:22]=2)[N:19]([CH3:23])[CH2:18][CH2:17]4)=[O:9])=[CH:4][CH:3]=1. The yield is 0.740.